The task is: Predict which catalyst facilitates the given reaction.. This data is from Catalyst prediction with 721,799 reactions and 888 catalyst types from USPTO. (1) Reactant: [C:1]([O:5][C:6]([N:8]1[CH2:13][CH2:12][CH:11]([CH:14]([OH:23])[C:15]2[CH:20]=[CH:19][C:18]([O:21][CH3:22])=[CH:17][CH:16]=2)[CH2:10][CH2:9]1)=[O:7])([CH3:4])([CH3:3])[CH3:2].C1C=C[NH+]=CC=1.[O-][Cr](Cl)(=O)=O. Product: [C:1]([O:5][C:6]([N:8]1[CH2:13][CH2:12][CH:11]([C:14](=[O:23])[C:15]2[CH:16]=[CH:17][C:18]([O:21][CH3:22])=[CH:19][CH:20]=2)[CH2:10][CH2:9]1)=[O:7])([CH3:4])([CH3:3])[CH3:2]. The catalyst class is: 2. (2) Product: [CH2:37]([NH:44][C:45]([NH:3][C:4]1[CH:36]=[CH:35][C:7]([O:8][C:9]2[CH:10]=[CH:11][C:12]3[N:16]=[C:15]([CH2:17][O:18][C:19]4[CH:32]=[CH:31][C:22]([CH2:23][CH:24]5[S:28][C:27](=[O:29])[NH:26][C:25]5=[O:30])=[CH:21][CH:20]=4)[N:14]([CH3:33])[C:13]=3[CH:34]=2)=[CH:6][CH:5]=1)=[S:46])[C:38]1[CH:43]=[CH:42][CH:41]=[CH:40][CH:39]=1. Reactant: Cl.Cl.[NH2:3][C:4]1[CH:36]=[CH:35][C:7]([O:8][C:9]2[CH:10]=[CH:11][C:12]3[N:16]=[C:15]([CH2:17][O:18][C:19]4[CH:32]=[CH:31][C:22]([CH2:23][CH:24]5[S:28][C:27](=[O:29])[NH:26][C:25]5=[O:30])=[CH:21][CH:20]=4)[N:14]([CH3:33])[C:13]=3[CH:34]=2)=[CH:6][CH:5]=1.[CH2:37]([N:44]=[C:45]=[S:46])[C:38]1[CH:43]=[CH:42][CH:41]=[CH:40][CH:39]=1.C(N(CC)CC)C. The catalyst class is: 9. (3) Reactant: [S:1]1[CH:5]=[CH:4][N:3]=[C:2]1[NH2:6].C([Li])CCC.CCCCCC.Cl[Si](C)(C)C.[CH3:23][C:24](=[O:26])[CH3:25]. Product: [NH2:6][C:2]1[S:1][C:5]([C:24]([OH:26])([CH3:25])[CH3:23])=[CH:4][N:3]=1. The catalyst class is: 7. (4) Reactant: Br[C:2]1[CH:3]=[C:4]([CH:18]=[CH:19][C:20]=1[Cl:21])[C:5]([NH:7][C:8]1[CH:13]=[C:12]([O:14][CH3:15])[CH:11]=[C:10]([O:16][CH3:17])[CH:9]=1)=[O:6].[Br-].[N:23]1[CH:28]=[CH:27][CH:26]=[CH:25][C:24]=1[Zn+]. Product: [Cl:21][C:20]1[CH:19]=[CH:18][C:4]([C:5]([NH:7][C:8]2[CH:13]=[C:12]([O:14][CH3:15])[CH:11]=[C:10]([O:16][CH3:17])[CH:9]=2)=[O:6])=[CH:3][C:2]=1[C:24]1[CH:25]=[CH:26][CH:27]=[CH:28][N:23]=1. The catalyst class is: 13. (5) Reactant: [OH:1][C@@H:2]([CH2:6][C:7]1[CH:12]=[CH:11][C:10]([O:13][C:14]([CH3:17])([CH3:16])[CH3:15])=[CH:9][CH:8]=1)[C:3]([OH:5])=[O:4].[H-].[Na+].[CH2:20](Br)[CH3:21].[Cl-].[NH4+]. Product: [CH2:20]([O:1][C@@H:2]([CH2:6][C:7]1[CH:8]=[CH:9][C:10]([O:13][C:14]([CH3:17])([CH3:16])[CH3:15])=[CH:11][CH:12]=1)[C:3]([OH:5])=[O:4])[CH3:21]. The catalyst class is: 132. (6) Reactant: [Br:1][C:2]1[C:7]([F:8])=[CH:6][CH:5]=[CH:4][N:3]=1.ClC1C=CC=C(C(OO)=[O:17])C=1. Product: [Br:1][C:2]1[C:7]([F:8])=[CH:6][CH:5]=[CH:4][N+:3]=1[O-:17]. The catalyst class is: 22. (7) Reactant: Cl.[NH2:2][C:3]1[C:4]([CH3:12])=[C:5]([CH:9]=[CH:10][CH:11]=1)[C:6]([OH:8])=[O:7].[C:13]([N:20]1[CH2:27][CH2:26][CH2:25][C@H:21]1[C:22](O)=[O:23])([O:15][C:16]([CH3:19])([CH3:18])[CH3:17])=[O:14]. Product: [C:16]([O:15][C:13]([N:20]1[CH2:27][CH2:26][CH2:25][C@H:21]1[C:22]([NH:2][C:3]1[C:4]([CH3:12])=[C:5]([CH:9]=[CH:10][CH:11]=1)[C:6]([OH:8])=[O:7])=[O:23])=[O:14])([CH3:19])([CH3:18])[CH3:17]. The catalyst class is: 4. (8) Reactant: [Cl:1][C:2]1[CH:3]=[C:4]([NH:9][C:10]2[O:11][C:12]([C:15]3[CH:20]=[CH:19][CH:18]=[CH:17][CH:16]=3)=[CH:13][N:14]=2)[CH:5]=[CH:6][C:7]=1[Cl:8].C([O-])([O-])=O.[K+].[K+].[CH2:27]([O:29][P:30]([C:35]([C:38]1[CH:43]=[CH:42][C:41]([CH2:44]Br)=[CH:40][C:39]=1[Br:46])([F:37])[F:36])(=[O:34])[O:31][CH2:32][CH3:33])[CH3:28]. Product: [CH2:32]([O:31][P:30]([C:35]([C:38]1[CH:43]=[CH:42][C:41]([CH2:44][N:9]([C:4]2[CH:5]=[CH:6][C:7]([Cl:8])=[C:2]([Cl:1])[CH:3]=2)[C:10]2[O:11][C:12]([C:15]3[CH:20]=[CH:19][CH:18]=[CH:17][CH:16]=3)=[CH:13][N:14]=2)=[CH:40][C:39]=1[Br:46])([F:37])[F:36])(=[O:34])[O:29][CH2:27][CH3:28])[CH3:33]. The catalyst class is: 3. (9) Reactant: [CH3:1][C@@H:2]1[NH:8][CH2:7][C:6]2[CH:9]=[CH:10][C:11]([C:13]([O:15][CH3:16])=[O:14])=[CH:12][C:5]=2[O:4][CH2:3]1.Br[C:18]1[CH:23]=[CH:22][CH:21]=[CH:20][N:19]=1.CC(OC1C=CC=C(OC(C)C)C=1C1C(P(C2CCCCC2)C2CCCCC2)=CC=CC=1)C.C(O[Na])(C)(C)C.C(Cl)(Cl)Cl. Product: [CH3:1][C@@H:2]1[N:8]([C:18]2[CH:23]=[CH:22][CH:21]=[CH:20][N:19]=2)[CH2:7][C:6]2[CH:9]=[CH:10][C:11]([C:13]([O:15][CH3:16])=[O:14])=[CH:12][C:5]=2[O:4][CH2:3]1. The catalyst class is: 101. (10) Reactant: [CH2:1]([S:3]([C:6]1[CH:7]=[C:8]([C:12]2[CH:17]=[C:16]([C:18]([F:21])([F:20])[F:19])[C:15]([CH3:22])=[C:14]([N+:23]([O-])=O)[C:13]=2[C:26]2[C:27]([F:33])=[N:28][CH:29]=[C:30]([CH3:32])[CH:31]=2)[CH:9]=[CH:10][CH:11]=1)(=[O:5])=[O:4])[CH3:2].CC(O)=O. Product: [CH2:1]([S:3]([C:6]1[CH:7]=[C:8]([C:12]2[CH:17]=[C:16]([C:18]([F:19])([F:20])[F:21])[C:15]([CH3:22])=[C:14]([NH2:23])[C:13]=2[C:26]2[C:27]([F:33])=[N:28][CH:29]=[C:30]([CH3:32])[CH:31]=2)[CH:9]=[CH:10][CH:11]=1)(=[O:5])=[O:4])[CH3:2]. The catalyst class is: 150.